This data is from Forward reaction prediction with 1.9M reactions from USPTO patents (1976-2016). The task is: Predict the product of the given reaction. Given the reactants [CH:1]1[CH:10]=[C:9]2[C:4]([CH:5]=[C:6]([C:11]([O-:13])=[O:12])[CH:7]=[CH:8]2)=[CH:3][CH:2]=1.[CH:14]1[CH:23]=[C:22]2[C:17]([CH:18]=[C:19]([C:24]([O-:26])=[O:25])[CH:20]=[CH:21]2)=[CH:16][CH:15]=1.[Cu+2:27], predict the reaction product. The product is: [CH:1]1[CH:10]=[C:9]2[C:4]([CH:5]=[C:6]([C:11]([O-:13])=[O:12])[CH:7]=[CH:8]2)=[CH:3][CH:2]=1.[CH:14]1[CH:23]=[C:22]2[C:17]([CH:18]=[C:19]([C:24]([O-:26])=[O:25])[CH:20]=[CH:21]2)=[CH:16][CH:15]=1.[Cu+2:27].[Cu:27].